Dataset: Forward reaction prediction with 1.9M reactions from USPTO patents (1976-2016). Task: Predict the product of the given reaction. (1) Given the reactants [OH-].[K+].[C:3]1([CH:10]=[CH:9][C:7]([OH:8])=[CH:6][CH:5]=1)[OH:4].I[CH:12]([CH3:14])[CH3:13], predict the reaction product. The product is: [CH:12]([O:4][C:3]1[CH:10]=[CH:9][C:7]([OH:8])=[CH:6][CH:5]=1)([CH3:14])[CH3:13]. (2) The product is: [Cl:15][C:16]1[CH:21]=[C:20]([F:22])[CH:19]=[CH:18][C:17]=1[NH:23][C:4]1[CH2:5][CH2:6][N:1]([N:9]2[CH2:14][CH2:13][CH2:12][CH2:11][CH2:10]2)[C:2](=[O:8])[CH:3]=1. Given the reactants [N:1]1([N:9]2[CH2:14][CH2:13][CH2:12][CH2:11][CH2:10]2)[CH2:6][CH2:5][C:4](=O)[CH2:3][C:2]1=[O:8].[Cl:15][C:16]1[CH:21]=[C:20]([F:22])[CH:19]=[CH:18][C:17]=1[NH2:23], predict the reaction product. (3) Given the reactants [NH2:1][C:2]1[CH:35]=[CH:34][C:5]([O:6][C:7]2[CH:12]=[CH:11][N:10]=[C:9]3[CH:13]=[C:14]([C:16]4[CH:33]=[CH:32][C:19]([CH2:20][N:21]([CH:29]5[CH2:31][CH2:30]5)C(=O)OC(C)(C)C)=[CH:18][CH:17]=4)[S:15][C:8]=23)=[C:4]([F:36])[CH:3]=1.CCN(C(C)C)C(C)C.[O:46]=[C:47]1[N:51]([C:52]2[CH:57]=[CH:56][CH:55]=[CH:54][CH:53]=2)[CH2:50][CH2:49][N:48]1[C:58](Cl)=[O:59], predict the reaction product. The product is: [CH:29]1([NH:21][CH2:20][C:19]2[CH:32]=[CH:33][C:16]([C:14]3[S:15][C:8]4[C:9](=[N:10][CH:11]=[CH:12][C:7]=4[O:6][C:5]4[CH:34]=[CH:35][C:2]([NH:1][C:58]([N:48]5[CH2:49][CH2:50][N:51]([C:52]6[CH:57]=[CH:56][CH:55]=[CH:54][CH:53]=6)[C:47]5=[O:46])=[O:59])=[CH:3][C:4]=4[F:36])[CH:13]=3)=[CH:17][CH:18]=2)[CH2:31][CH2:30]1. (4) Given the reactants [CH3:1][S:2]([NH:5][C:6]1[CH:14]=[CH:13][CH:12]=[C:11]2[C:7]=1[CH:8]=[N:9][N:10]2[C:15]([C:22]1[CH:27]=[CH:26][C:25]([C:28]([F:31])([F:30])[F:29])=[CH:24][CH:23]=1)([CH2:20][CH3:21])[C:16]([O:18]C)=[O:17])(=[O:4])=[O:3].[Br-].[Li+].[OH-].Cl, predict the reaction product. The product is: [CH3:1][S:2]([NH:5][C:6]1[CH:14]=[CH:13][CH:12]=[C:11]2[C:7]=1[CH:8]=[N:9][N:10]2[C:15]([C:22]1[CH:23]=[CH:24][C:25]([C:28]([F:30])([F:31])[F:29])=[CH:26][CH:27]=1)([CH2:20][CH3:21])[C:16]([OH:18])=[O:17])(=[O:3])=[O:4]. (5) Given the reactants [B:1]([C:4]1[CH:12]=[CH:11][C:7]([C:8]([OH:10])=O)=[CH:6][CH:5]=1)([OH:3])[OH:2].C(N(CC)CC)C.[CH2:20]([NH2:26])[CH2:21][CH2:22][CH2:23][CH2:24][CH3:25].Cl, predict the reaction product. The product is: [CH2:20]([NH:26][C:8]([C:7]1[CH:6]=[CH:5][C:4]([B:1]([OH:2])[OH:3])=[CH:12][CH:11]=1)=[O:10])[CH2:21][CH2:22][CH2:23][CH2:24][CH3:25]. (6) Given the reactants [C:1]1([C:7]2[N:11]3[N:12]=[C:13](Br)[CH:14]=[C:15]([O:16][CH3:17])[C:10]3=[N:9][C:8]=2[C:19]2[CH:24]=[CH:23][C:22]([C:25]3([NH:29][C:30](=[O:36])[O:31][C:32]([CH3:35])([CH3:34])[CH3:33])[CH2:28][CH2:27][CH2:26]3)=[CH:21][CH:20]=2)[CH:6]=[CH:5][CH:4]=[CH:3][CH:2]=1.C([O-])([O-])=O.[K+].[K+].O.CO[CH2:46][CH2:47]OC, predict the reaction product. The product is: [CH3:17][O:16][C:15]1[C:10]2[N:11]([C:7]([C:1]3[CH:6]=[CH:5][CH:4]=[CH:3][CH:2]=3)=[C:8]([C:19]3[CH:24]=[CH:23][C:22]([C:25]4([NH:29][C:30](=[O:36])[O:31][C:32]([CH3:33])([CH3:34])[CH3:35])[CH2:26][CH2:27][CH2:28]4)=[CH:21][CH:20]=3)[N:9]=2)[N:12]=[C:13]([CH:46]=[CH2:47])[CH:14]=1.